From a dataset of NCI-60 drug combinations with 297,098 pairs across 59 cell lines. Regression. Given two drug SMILES strings and cell line genomic features, predict the synergy score measuring deviation from expected non-interaction effect. (1) Drug 1: C1C(C(OC1N2C=C(C(=O)NC2=O)F)CO)O. Drug 2: C1C(C(OC1N2C=NC3=C2NC=NCC3O)CO)O. Cell line: SF-295. Synergy scores: CSS=15.8, Synergy_ZIP=-4.72, Synergy_Bliss=-3.43, Synergy_Loewe=-19.2, Synergy_HSA=-2.03. (2) Drug 1: C1CN1P(=S)(N2CC2)N3CC3. Drug 2: CC1CCCC2(C(O2)CC(NC(=O)CC(C(C(=O)C(C1O)C)(C)C)O)C(=CC3=CSC(=N3)C)C)C. Cell line: RPMI-8226. Synergy scores: CSS=55.4, Synergy_ZIP=-2.52, Synergy_Bliss=-1.87, Synergy_Loewe=-2.84, Synergy_HSA=-0.352. (3) Drug 1: CCC1=CC2CC(C3=C(CN(C2)C1)C4=CC=CC=C4N3)(C5=C(C=C6C(=C5)C78CCN9C7C(C=CC9)(C(C(C8N6C)(C(=O)OC)O)OC(=O)C)CC)OC)C(=O)OC.C(C(C(=O)O)O)(C(=O)O)O. Drug 2: COC1=C2C(=CC3=C1OC=C3)C=CC(=O)O2. Cell line: TK-10. Synergy scores: CSS=18.5, Synergy_ZIP=-8.46, Synergy_Bliss=-1.50, Synergy_Loewe=-0.0616, Synergy_HSA=-0.0605.